The task is: Predict the product of the given reaction.. This data is from Forward reaction prediction with 1.9M reactions from USPTO patents (1976-2016). (1) Given the reactants [OH:1][CH2:2][C:3]([NH:7][S:8]([C:11]1[S:15][C:14]([NH:16]C(=O)C)=[N:13][C:12]=1[CH3:20])(=[O:10])=[O:9])([CH2:5][OH:6])[CH3:4], predict the reaction product. The product is: [OH:6][CH2:5][C:3]([NH:7][S:8]([C:11]1[S:15][C:14]([NH2:16])=[N:13][C:12]=1[CH3:20])(=[O:10])=[O:9])([CH2:2][OH:1])[CH3:4]. (2) The product is: [CH:1]1([C:7]2[C:8]3[CH:9]=[CH:10][C:11]([C:39]([NH:51][CH2:52][C:53]4[CH:58]=[CH:57][CH:56]=[CH:55][N:54]=4)=[O:40])=[CH:12][C:13]=3[N:14]3[CH2:20][C:19]([C:21]([N:23]4[CH2:28][CH2:27][CH:26]([N:29]5[CH2:34][CH2:33][O:32][CH2:31][CH2:30]5)[CH2:25][CH2:24]4)=[O:22])=[CH:18][C:17]4[CH:35]=[CH:36][CH:37]=[CH:38][C:16]=4[C:15]=23)[CH2:6][CH2:5][CH2:4][CH2:3][CH2:2]1. Given the reactants [CH:1]1([C:7]2[C:8]3[CH:9]=[CH:10][C:11]([C:39](O)=[O:40])=[CH:12][C:13]=3[N:14]3[CH2:20][C:19]([C:21]([N:23]4[CH2:28][CH2:27][CH:26]([N:29]5[CH2:34][CH2:33][O:32][CH2:31][CH2:30]5)[CH2:25][CH2:24]4)=[O:22])=[CH:18][C:17]4[CH:35]=[CH:36][CH:37]=[CH:38][C:16]=4[C:15]=23)[CH2:6][CH2:5][CH2:4][CH2:3][CH2:2]1.C(N(CC)C(C)C)(C)C.[NH2:51][CH2:52][C:53]1[CH:58]=[CH:57][CH:56]=[CH:55][N:54]=1.Cl.CN(C)CCCN=C=NCC.ON1C2C=CC=CC=2N=N1, predict the reaction product. (3) Given the reactants [NH:1]1[C:5](B(O)O)=[CH:4][CH:3]=[N:2]1.Cl[C:10]1[CH:15]=[CH:14][C:13]([C:16]2[S:20][C:19]([N:21]([CH3:32])[CH:22]3[CH2:27][C:26]([CH3:29])([CH3:28])[NH:25][C:24]([CH3:31])([CH3:30])[CH2:23]3)=[N:18][N:17]=2)=[C:12]([O:33][CH3:34])[CH:11]=1.C([O-])([O-])=O.[Na+].[Na+], predict the reaction product. The product is: [CH3:34][O:33][C:12]1[CH:11]=[C:10]([C:5]2[NH:1][N:2]=[CH:3][CH:4]=2)[CH:15]=[CH:14][C:13]=1[C:16]1[S:20][C:19]([N:21]([CH3:32])[CH:22]2[CH2:27][C:26]([CH3:28])([CH3:29])[NH:25][C:24]([CH3:31])([CH3:30])[CH2:23]2)=[N:18][N:17]=1.